This data is from Forward reaction prediction with 1.9M reactions from USPTO patents (1976-2016). The task is: Predict the product of the given reaction. (1) Given the reactants [OH:1][C:2]1[C:3]([C:26]([NH:28][CH2:29][C:30]([O:32]CC)=[O:31])=[O:27])=[C:4]2[C:9](=[CH:10][CH:11]=1)[N:8]=[C:7]([NH:12][CH2:13][C:14]1[CH:19]=[CH:18][CH:17]=[CH:16][CH:15]=1)[C:6]([C:20]1[CH:25]=[CH:24][CH:23]=[CH:22][CH:21]=1)=[N:5]2.[OH-].[Na+], predict the reaction product. The product is: [OH:1][C:2]1[C:3]([C:26]([NH:28][CH2:29][C:30]([OH:32])=[O:31])=[O:27])=[C:4]2[C:9](=[CH:10][CH:11]=1)[N:8]=[C:7]([NH:12][CH2:13][C:14]1[CH:15]=[CH:16][CH:17]=[CH:18][CH:19]=1)[C:6]([C:20]1[CH:25]=[CH:24][CH:23]=[CH:22][CH:21]=1)=[N:5]2. (2) Given the reactants NC(N)=O.S(Cl)(Cl)(=O)=O.Cl.[NH2:11][C:12]1[CH:17]=[CH:16][C:15]([N:18]2[CH2:23][CH2:22][C:21](=[O:24])[CH2:20][CH2:19]2)=[CH:14][CH:13]=1.[Cl:25][C:26]1[C:27]([O:36][C:37]2[CH:42]=[CH:41][C:40]([S:43](Cl)(=[O:45])=[O:44])=[CH:39][CH:38]=2)=[N:28][CH:29]=[C:30]([C:32]([F:35])([F:34])[F:33])[CH:31]=1.C1CCNCC1, predict the reaction product. The product is: [Cl:25][C:26]1[C:27]([O:36][C:37]2[CH:38]=[CH:39][C:40]([S:43]([NH:11][C:12]3[CH:17]=[CH:16][C:15]([N:18]4[CH2:19][CH2:20][C:21](=[O:24])[CH2:22][CH2:23]4)=[CH:14][CH:13]=3)(=[O:44])=[O:45])=[CH:41][CH:42]=2)=[N:28][CH:29]=[C:30]([C:32]([F:35])([F:33])[F:34])[CH:31]=1. (3) The product is: [Br:1][C:2]1[CH:3]=[C:4]([NH:8][C:21]([CH:18]2[CH2:20][CH2:19]2)=[O:22])[CH:5]=[N:6][CH:7]=1. Given the reactants [Br:1][C:2]1[CH:3]=[C:4]([NH2:8])[CH:5]=[N:6][CH:7]=1.C(N(CC)C(C)C)(C)C.[CH:18]1([C:21](Cl)=[O:22])[CH2:20][CH2:19]1, predict the reaction product.